From a dataset of Forward reaction prediction with 1.9M reactions from USPTO patents (1976-2016). Predict the product of the given reaction. Given the reactants [CH3:1][N:2]1[C:14]2[CH2:13][CH2:12][CH:11]([CH:15]3[CH2:20][CH2:19][O:18][CH2:17][CH2:16]3)[CH2:10][C:9]=2[C:8]2[C:3]1=[CH:4][CH:5]=[C:6]([C:21](O)=[O:22])[CH:7]=2.CN(C(ON1N=NC2C=CC=NC1=2)=[N+](C)C)C.F[P-](F)(F)(F)(F)F.[Cl-].[CH:49]1([NH:52][C:53]([CH:55]2[CH2:59][CH2:58][NH2+:57][CH2:56]2)=[O:54])[CH2:51][CH2:50]1.C(N(CC)C(C)C)(C)C, predict the reaction product. The product is: [CH:49]1([NH:52][C:53]([CH:55]2[CH2:59][CH2:58][N:57]([C:21]([C:6]3[CH:7]=[C:8]4[C:3](=[CH:4][CH:5]=3)[N:2]([CH3:1])[C:14]3[CH2:13][CH2:12][CH:11]([CH:15]5[CH2:16][CH2:17][O:18][CH2:19][CH2:20]5)[CH2:10][C:9]4=3)=[O:22])[CH2:56]2)=[O:54])[CH2:51][CH2:50]1.